From a dataset of Forward reaction prediction with 1.9M reactions from USPTO patents (1976-2016). Predict the product of the given reaction. (1) Given the reactants [CH3:1][O:2][CH2:3][CH2:4][CH2:5][CH2:6][CH2:7][CH2:8][CH2:9][CH2:10][CH2:11][CH2:12][CH2:13][C:14]#[N:15].[H-].[Al+3].[Li+].[H-].[H-].[H-].[OH-].[K+], predict the reaction product. The product is: [CH3:1][O:2][CH2:3][CH2:4][CH2:5][CH2:6][CH2:7][CH2:8][CH2:9][CH2:10][CH2:11][CH2:12][CH2:13][CH2:14][NH2:15]. (2) Given the reactants [F:1][B-:2]([F:5])([F:4])[F:3].C(O[C+:9]([C:26]1[CH:31]=[CH:30][C:29]([CH3:32])=[CH:28][CH:27]=1)[CH:10]=[CH:11][CH:12]=[CH:13][CH:14]=[C:15](OCC)[C:16]1[CH:21]=[CH:20][C:19]([CH3:22])=[CH:18][CH:17]=1)C.[NH:33]1[CH2:38][CH2:37][O:36][CH2:35][CH2:34]1, predict the reaction product. The product is: [F:1][B-:2]([F:5])([F:4])[F:3].[O:36]1[CH2:37][CH2:38][N:33]([C+:9]([C:26]2[CH:27]=[CH:28][C:29]([CH3:32])=[CH:30][CH:31]=2)[CH:10]=[CH:11][CH:12]=[CH:13][CH:14]=[C:15]([N:33]2[CH2:38][CH2:37][O:36][CH2:35][CH2:34]2)[C:16]2[CH:17]=[CH:18][C:19]([CH3:22])=[CH:20][CH:21]=2)[CH2:34][CH2:35]1. (3) Given the reactants [Cl:1][C:2]1[N:7]=[C:6]([NH:8][CH:9]([CH2:12][CH3:13])[CH2:10][CH3:11])[C:5]([N+:14]([O-])=O)=[CH:4][N:3]=1.[Sn](Cl)Cl.Cl, predict the reaction product. The product is: [Cl:1][C:2]1[N:7]=[C:6]([NH:8][CH:9]([CH2:12][CH3:13])[CH2:10][CH3:11])[C:5]([NH2:14])=[CH:4][N:3]=1. (4) Given the reactants [N:1]1([CH2:6][C@@H:7]([O:14][C:15]2[CH:24]=[CH:23][C:22]3[C:21](=[O:25])[CH2:20][CH2:19][CH2:18][C:17]=3[C:16]=2[CH2:26][S:27][C:28]2[CH:29]=[C:30]([CH:34]=[CH:35][CH:36]=2)[C:31]([OH:33])=O)[C:8]2[CH:13]=[CH:12][CH:11]=[CH:10][CH:9]=2)[CH:5]=[CH:4][N:3]=[CH:2]1.[NH2:37][CH2:38][CH:39]=[CH2:40], predict the reaction product. The product is: [CH2:38]([NH:37][C:31](=[O:33])[C:30]1[CH:34]=[CH:35][CH:36]=[C:28]([S:27][CH2:26][C:16]2[C:17]3[CH2:18][CH2:19][CH2:20][C:21](=[O:25])[C:22]=3[CH:23]=[CH:24][C:15]=2[O:14][C@@H:7]([C:8]2[CH:13]=[CH:12][CH:11]=[CH:10][CH:9]=2)[CH2:6][N:1]2[CH:5]=[CH:4][N:3]=[CH:2]2)[CH:29]=1)[CH:39]=[CH2:40].